Dataset: Full USPTO retrosynthesis dataset with 1.9M reactions from patents (1976-2016). Task: Predict the reactants needed to synthesize the given product. (1) The reactants are: [CH3:1][O:2][C:3]([C:5]1([C:8]2[CH:13]=[CH:12][C:11](B3OC(C)(C)C(C)(C)O3)=[CH:10][CH:9]=2)[CH2:7][CH2:6]1)=[O:4].[C:23]1([C@H:29]([O:31][C:32](=[O:46])[NH:33][C:34]2[N:35]([C:39]3[CH:44]=[CH:43][C:42](Br)=[CH:41][CH:40]=3)[N:36]=[N:37][CH:38]=2)[CH3:30])[CH:28]=[CH:27][CH:26]=[CH:25][CH:24]=1.COC1C=CC=C(OC)C=1C1C=CC=CC=1P(C1CCCCC1)C1CCCCC1.P([O-])([O-])([O-])=O.[K+].[K+].[K+]. Given the product [CH3:1][O:2][C:3]([C:5]1([C:8]2[CH:9]=[CH:10][C:11]([C:42]3[CH:41]=[CH:40][C:39]([N:35]4[C:34]([NH:33][C:32]([O:31][C@@H:29]([C:23]5[CH:28]=[CH:27][CH:26]=[CH:25][CH:24]=5)[CH3:30])=[O:46])=[CH:38][N:37]=[N:36]4)=[CH:44][CH:43]=3)=[CH:12][CH:13]=2)[CH2:6][CH2:7]1)=[O:4], predict the reactants needed to synthesize it. (2) Given the product [F:18][C:16]1[CH:15]=[C:14]([S:19]([C:22]([C:25]2[CH:30]=[C:29]([N:31]3[CH2:36][CH2:35][O:34][CH2:33][C@@H:32]3[CH3:37])[N:28]=[C:27]([C:38]3[CH:39]=[CH:40][C:41]([NH:42][C:2](=[O:3])[O:4][C:5]4[CH:10]=[CH:9][CH:8]=[CH:7][CH:6]=4)=[CH:43][CH:44]=3)[N:26]=2)([CH3:23])[CH3:24])(=[O:20])=[O:21])[CH:13]=[C:12]([F:11])[CH:17]=1, predict the reactants needed to synthesize it. The reactants are: Cl[C:2]([O:4][C:5]1[CH:10]=[CH:9][CH:8]=[CH:7][CH:6]=1)=[O:3].[F:11][C:12]1[CH:13]=[C:14]([S:19]([C:22]([C:25]2[CH:30]=[C:29]([N:31]3[CH2:36][CH2:35][O:34][CH2:33][C@@H:32]3[CH3:37])[N:28]=[C:27]([C:38]3[CH:44]=[CH:43][C:41]([NH2:42])=[CH:40][CH:39]=3)[N:26]=2)([CH3:24])[CH3:23])(=[O:21])=[O:20])[CH:15]=[C:16]([F:18])[CH:17]=1.C(=O)([O-])O.[Na+]. (3) Given the product [CH3:68][O:69][C:70]1[CH:71]=[C:72]([NH:82][C:48]2[CH:67]=[N:66][C:51]3[CH2:52][N:53]([CH2:63][C:64]#[N:65])[CH2:54][C@@H:55]([C:57]4[CH:62]=[CH:61][CH:60]=[CH:59][CH:58]=4)[O:56][C:50]=3[N:49]=2)[CH:73]=[CH:74][C:75]=1[N:76]1[CH:80]=[C:79]([CH3:81])[N:78]=[CH:77]1, predict the reactants needed to synthesize it. The reactants are: C1C=CC(P(C2C(C3C(P(C4C=CC=CC=4)C4C=CC=CC=4)=CC=C4C=3C=CC=C4)=C3C(C=CC=C3)=CC=2)C2C=CC=CC=2)=CC=1.Cl[C:48]1[CH:67]=[N:66][C:51]2[CH2:52][N:53]([CH2:63][C:64]#[N:65])[CH2:54][C@@H:55]([C:57]3[CH:62]=[CH:61][CH:60]=[CH:59][CH:58]=3)[O:56][C:50]=2[N:49]=1.[CH3:68][O:69][C:70]1[CH:71]=[C:72]([NH2:82])[CH:73]=[CH:74][C:75]=1[N:76]1[CH:80]=[C:79]([CH3:81])[N:78]=[CH:77]1. (4) Given the product [CH2:20]([O:9][C:8](=[O:10])[C:7]1[CH:11]=[C:3]([CH3:2])[C:4]([N:12]2[CH2:17][CH2:16][NH:15][C@H:14]([CH3:18])[CH2:13]2)=[N:5][CH:6]=1)[CH3:21], predict the reactants needed to synthesize it. The reactants are: Cl.[CH3:2][C:3]1[C:4]([N:12]2[CH2:17][CH2:16][NH:15][C@H:14]([CH3:18])[CH2:13]2)=[N:5][CH:6]=[C:7]([CH:11]=1)[C:8]([OH:10])=[O:9].Cl.[CH3:20][CH2:21]O. (5) The reactants are: [Cl:1][C:2]1[CH:3]=[N:4][NH:5][C:6]=1[C:7]1[CH:8]=[C:9]([CH:13]=[CH:14][C:15]=1[CH3:16])[C:10]([OH:12])=O.CC1NC(C2C=C(C=CC=2C)C(O)=O)=C(C)N=1.Cl.[F:35][C:36]1([C:42]2[CH:49]=[CH:48][C:45]([C:46]#[N:47])=[CH:44][CH:43]=2)[CH2:41][CH2:40][NH:39][CH2:38][CH2:37]1.Cl.N1CC(C2C=CC(C#N)=CC=2)C1. Given the product [Cl:1][C:2]1[CH:3]=[N:4][NH:5][C:6]=1[C:7]1[CH:8]=[C:9]([CH:13]=[CH:14][C:15]=1[CH3:16])[C:10]([N:39]1[CH2:40][CH2:41][C:36]([C:42]2[CH:49]=[CH:48][C:45]([C:46]#[N:47])=[CH:44][CH:43]=2)([F:35])[CH2:37][CH2:38]1)=[O:12], predict the reactants needed to synthesize it.